From a dataset of Full USPTO retrosynthesis dataset with 1.9M reactions from patents (1976-2016). Predict the reactants needed to synthesize the given product. (1) Given the product [OH:2][CH2:3][CH2:4][C:5]1[C:6](=[O:18])[N:7]([C:12]2[CH:17]=[CH:16][CH:15]=[CH:14][CH:13]=2)[N:8]([CH3:11])[C:9]=1[CH3:10], predict the reactants needed to synthesize it. The reactants are: C[O:2][C:3](=O)[CH2:4][C:5]1[C:6](=[O:18])[N:7]([C:12]2[CH:17]=[CH:16][CH:15]=[CH:14][CH:13]=2)[N:8]([CH3:11])[C:9]=1[CH3:10].[BH4-].[Na+]. (2) Given the product [Cl:1][C:2]1[CH:16]=[CH:15][C:5]([O:6][C:7]2[CH:14]=[CH:13][C:10]([CH2:11][N:31]3[CH2:32][CH2:33][CH:28]([C:24]4[CH:23]=[C:22]([NH:21][C:19](=[O:20])[CH:18]([CH3:17])[CH3:34])[CH:27]=[CH:26][CH:25]=4)[CH2:29][CH2:30]3)=[CH:9][CH:8]=2)=[CH:4][CH:3]=1, predict the reactants needed to synthesize it. The reactants are: [Cl:1][C:2]1[CH:16]=[CH:15][C:5]([O:6][C:7]2[CH:14]=[CH:13][C:10]([CH:11]=O)=[CH:9][CH:8]=2)=[CH:4][CH:3]=1.[CH3:17][CH:18]([CH3:34])[C:19]([NH:21][C:22]1[CH:27]=[CH:26][CH:25]=[C:24]([CH:28]2[CH2:33][CH2:32][NH:31][CH2:30][CH2:29]2)[CH:23]=1)=[O:20]. (3) Given the product [CH3:1][O:2][C:3]1[CH:4]=[C:5]([CH2:9][NH:10][CH2:11][CH2:12][O:13][C:14](=[O:19])[C:15]([CH3:18])([CH3:17])[CH3:16])[CH:6]=[CH:7][CH:8]=1, predict the reactants needed to synthesize it. The reactants are: [CH3:1][O:2][C:3]1[CH:4]=[C:5]([CH2:9][NH:10][CH2:11][CH2:12][OH:13])[CH:6]=[CH:7][CH:8]=1.[C:14](Cl)(=[O:19])[C:15]([CH3:18])([CH3:17])[CH3:16].N1C=CC=CC=1. (4) The reactants are: [NH2:1][C:2]1[CH:7]=[CH:6][C:5]([CH2:8][CH:9]([C:28]2[CH:33]=[CH:32][C:31]([C:34]([CH3:37])([CH3:36])[CH3:35])=[CH:30][CH:29]=2)[C:10]([NH:12][C:13]2[CH:18]=[CH:17][CH:16]=[CH:15][C:14]=2C2OC3=CC=CC3=CC=2)=[O:11])=[CH:4][CH:3]=1.[C:38]1(=[O:44])[O:43][C:41](=[O:42])[CH2:40][CH2:39]1.O1[CH2:50][CH2:49][O:48][CH2:47][CH2:46]1. Given the product [O:48]1[C:49]2=[CH:50][CH:4]=[CH:3][C:2]2=[CH:7][CH:46]=[C:47]1[N:12]([C:13]1[CH:14]=[CH:15][CH:16]=[CH:17][CH:18]=1)[C:10]([CH:9]([C:28]1[CH:33]=[CH:32][C:31]([C:34]([CH3:37])([CH3:36])[CH3:35])=[CH:30][CH:29]=1)[CH2:8][C:5]1[CH:4]=[CH:3][C:2]([NH:1][C:41](=[O:42])[CH2:40][CH2:39][C:38]([OH:43])=[O:44])=[CH:7][CH:6]=1)=[O:11], predict the reactants needed to synthesize it. (5) Given the product [CH2:12]([S:9]([C:4]1[CH:5]=[CH:6][C:7]([F:8])=[C:2]([F:1])[CH:3]=1)(=[O:11])=[O:10])[CH3:13], predict the reactants needed to synthesize it. The reactants are: [F:1][C:2]1[CH:3]=[C:4]([S:9]([OH:11])=[O:10])[CH:5]=[CH:6][C:7]=1[F:8].[CH2:12](N(CC)CC)[CH3:13].ICC. (6) Given the product [C:1]([O:5][C:6]([NH:7][CH:8]([C:10]1[CH:15]=[CH:14][C:13]([C:16](=[O:24])[NH:17][C:18]2[CH:23]=[CH:22][N:21]=[CH:20][CH:19]=2)=[CH:12][C:11]=1[C:35]1[CH:36]=[CH:37][CH:38]=[C:33]([O:42][CH2:40][C:27]([OH:30])=[O:28])[CH:34]=1)[CH3:9])=[O:26])([CH3:4])([CH3:3])[CH3:2], predict the reactants needed to synthesize it. The reactants are: [C:1]([O:5][C:6](=[O:26])[NH:7][CH:8]([C:10]1[CH:15]=[CH:14][C:13]([C:16](=[O:24])[NH:17][C:18]2[CH:23]=[CH:22][N:21]=[CH:20][CH:19]=2)=[CH:12][C:11]=1Br)[CH3:9])([CH3:4])([CH3:3])[CH3:2].[C:27]([O-:30])([O-])=[O:28].[Na+].[Na+].[C:33]1(C)[CH:38]=[CH:37][CH:36]=[CH:35][CH:34]=1.[CH2:40]([OH:42])C. (7) Given the product [CH3:17][O:16][C:14](=[O:15])[C@@H:9]([N:8]1[CH2:7][C:6]([O:18][C:19]2[CH:24]=[CH:23][CH:22]=[CH:21][C:20]=2[Cl:25])=[CH:5][C:4]1=[O:3])[CH2:10][CH2:11][S:12][CH3:13], predict the reactants needed to synthesize it. The reactants are: C([O:3][C:4](=O)[CH:5]=[C:6]([O:18][C:19]1[CH:24]=[CH:23][CH:22]=[CH:21][C:20]=1[Cl:25])[CH2:7][NH:8][C@H:9]([C:14]([O:16][CH3:17])=[O:15])[CH2:10][CH2:11][S:12][CH3:13])C. (8) Given the product [NH2:23][C:24]1[N:29]=[C:28]([N:14]2[C:15]3[CH:16]=[CH:17][CH:18]=[C:10]([C:8]([N:7]([CH2:6][C:5]4[CH:20]=[CH:21][CH:22]=[C:3]([O:2][CH3:1])[CH:4]=4)[CH3:19])=[O:9])[C:11]=3[CH:12]=[CH:13]2)[CH:27]=[CH:26][N:25]=1, predict the reactants needed to synthesize it. The reactants are: [CH3:1][O:2][C:3]1[CH:4]=[C:5]([CH:20]=[CH:21][CH:22]=1)[CH2:6][N:7]([CH3:19])[C:8]([C:10]1[C:11]2[CH:12]=[CH:13][NH:14][C:15]=2[CH:16]=[CH:17][CH:18]=1)=[O:9].[NH2:23][C:24]1[N:29]=[C:28](Cl)[CH:27]=[CH:26][N:25]=1.C([O-])([O-])=O.[Cs+].[Cs+].